Task: Predict the reaction yield, written as a fraction of the theoretical maximum amount of product (1.0 means a 100% yield; for example, 0.34 means a 34% yield).. Dataset: Reaction yield outcomes from USPTO patents with 853,638 reactions (1) The reactants are [Br:1][CH2:2][C:3]([NH:5][C:6]1[CH:16]=[CH:15][C:14]([C:17]2[CH:18]=[C:19]3[C:25]([C:26]4[CH:31]=[CH:30][CH:29]=[CH:28][C:27]=4[O:32][CH3:33])=[N:24][N:23](COCC[Si](C)(C)C)[C:20]3=[N:21][CH:22]=2)=[CH:13][C:7]=1[C:8]([N:10]([CH3:12])[CH3:11])=[O:9])=[O:4].Cl(O)(=O)(=O)=O.O. The catalyst is C(O)(=O)C. The product is [Br:1][CH2:2][C:3]([NH:5][C:6]1[CH:16]=[CH:15][C:14]([C:17]2[CH:18]=[C:19]3[C:25]([C:26]4[CH:31]=[CH:30][CH:29]=[CH:28][C:27]=4[O:32][CH3:33])=[N:24][NH:23][C:20]3=[N:21][CH:22]=2)=[CH:13][C:7]=1[C:8]([N:10]([CH3:12])[CH3:11])=[O:9])=[O:4]. The yield is 0.680. (2) The catalyst is CO. The product is [O:3]=[C:4]1[CH:5]=[C:6]([C@H:8]2[CH2:13][CH2:12][N:11]([C:14]([O:16][CH3:17])=[O:15])[C@@H:10]([C:18]3[CH:23]=[C:22]([F:24])[C:21]([F:25])=[C:20]([F:26])[CH:19]=3)[CH2:9]2)[O:7][NH:30]1. The yield is 0.480. The reactants are C([O:3][C:4](=O)[CH2:5][C:6]([C@H:8]1[CH2:13][CH2:12][N:11]([C:14]([O:16][CH3:17])=[O:15])[C@@H:10]([C:18]2[CH:23]=[C:22]([F:24])[C:21]([F:25])=[C:20]([F:26])[CH:19]=2)[CH2:9]1)=[O:7])C.[OH-].[Na+].[NH2:30]O.Cl. (3) The reactants are [CH3:1][N:2]([CH2:4][C:5]1[CH:10]=[CH:9][C:8]([C:11]2[C:20]3[C:15](=[CH:16][CH:17]=[CH:18][C:19]=3[OH:21])[C:14](=[O:22])[NH:13][CH:12]=2)=[CH:7][CH:6]=1)[CH3:3].[BrH:23]. The catalyst is CO. The product is [BrH:23].[CH3:3][N:2]([CH2:4][C:5]1[CH:6]=[CH:7][C:8]([C:11]2[C:20]3[C:15](=[CH:16][CH:17]=[CH:18][C:19]=3[OH:21])[C:14](=[O:22])[NH:13][CH:12]=2)=[CH:9][CH:10]=1)[CH3:1]. The yield is 0.970. (4) The reactants are [CH2:1]1[CH2:5][O:4][CH2:3][CH2:2]1.[NH2:6][C:7]1[C:12]2=CC(C#N)=C[N:11]2[N:10]=[CH:9][N:8]=1.[H-].C([Al+]CC(C)C)C(C)C. The catalyst is CCOC(C)=O. The product is [NH2:6][C:7]1[C:5]2=[CH:1][C:2]([CH:3]=[O:4])=[CH:12][N:11]2[N:10]=[CH:9][N:8]=1. The yield is 0.910. (5) The reactants are S=[C:2]1[NH:6][C:5]2[CH:7]=[C:8]([C:11]#[N:12])[CH:9]=[CH:10][C:4]=2[O:3]1.S(Cl)([Cl:15])=O. The catalyst is CN(C=O)C.C(Cl)Cl. The product is [Cl:15][C:2]1[O:3][C:4]2[CH:10]=[CH:9][C:8]([C:11]#[N:12])=[CH:7][C:5]=2[N:6]=1. The yield is 0.650. (6) The reactants are [Cl:1][C:2]1[CH:11]=[CH:10][CH:9]=[C:8]2[C:3]=1[C:4](=[O:21])[N:5]([C:14]1[CH:19]=[CH:18][CH:17]=[CH:16][C:15]=1[CH3:20])[C:6]([CH2:12]Cl)=[N:7]2.O.[SH:23][C:24]1[N:32]=[CH:31][N:30]=[C:29]2[C:25]=1[NH:26][CH:27]=[N:28]2.C([O-])([O-])=O.[K+].[K+]. The catalyst is CN(C=O)C. The product is [Cl:1][C:2]1[CH:11]=[CH:10][CH:9]=[C:8]2[C:3]=1[C:4](=[O:21])[N:5]([C:14]1[CH:19]=[CH:18][CH:17]=[CH:16][C:15]=1[CH3:20])[C:6]([CH2:12][S:23][C:24]1[N:32]=[CH:31][N:30]=[C:29]3[C:25]=1[N:26]=[CH:27][NH:28]3)=[N:7]2. The yield is 0.460. (7) The reactants are [F:1][C:2]1[C:3]([C:9]([OH:11])=[O:10])=[N:4][CH:5]=[C:6]([F:8])[CH:7]=1.Cl.[CH3:13]O. The catalyst is O1CCOCC1. The product is [CH3:13][O:10][C:9]([C:3]1[C:2]([F:1])=[CH:7][C:6]([F:8])=[CH:5][N:4]=1)=[O:11]. The yield is 0.860.